Dataset: NCI-60 drug combinations with 297,098 pairs across 59 cell lines. Task: Regression. Given two drug SMILES strings and cell line genomic features, predict the synergy score measuring deviation from expected non-interaction effect. (1) Drug 1: C1CC(=O)NC(=O)C1N2CC3=C(C2=O)C=CC=C3N. Drug 2: C(=O)(N)NO. Cell line: NCI-H522. Synergy scores: CSS=2.29, Synergy_ZIP=-2.15, Synergy_Bliss=-1.66, Synergy_Loewe=-1.15, Synergy_HSA=-1.06. (2) Drug 1: C1CN1C2=NC(=NC(=N2)N3CC3)N4CC4. Drug 2: C(CCl)NC(=O)N(CCCl)N=O. Cell line: K-562. Synergy scores: CSS=52.3, Synergy_ZIP=-0.723, Synergy_Bliss=-0.422, Synergy_Loewe=-20.6, Synergy_HSA=3.25. (3) Drug 1: C1=NC2=C(N=C(N=C2N1C3C(C(C(O3)CO)O)O)F)N. Drug 2: CC(C)NC(=O)C1=CC=C(C=C1)CNNC.Cl. Cell line: NCI/ADR-RES. Synergy scores: CSS=33.6, Synergy_ZIP=4.14, Synergy_Bliss=4.26, Synergy_Loewe=-7.90, Synergy_HSA=2.48. (4) Drug 1: CC1=C(C=C(C=C1)NC2=NC=CC(=N2)N(C)C3=CC4=NN(C(=C4C=C3)C)C)S(=O)(=O)N.Cl. Drug 2: CC1=C(N=C(N=C1N)C(CC(=O)N)NCC(C(=O)N)N)C(=O)NC(C(C2=CN=CN2)OC3C(C(C(C(O3)CO)O)O)OC4C(C(C(C(O4)CO)O)OC(=O)N)O)C(=O)NC(C)C(C(C)C(=O)NC(C(C)O)C(=O)NCCC5=NC(=CS5)C6=NC(=CS6)C(=O)NCCC[S+](C)C)O. Cell line: SR. Synergy scores: CSS=36.2, Synergy_ZIP=-10.7, Synergy_Bliss=-21.0, Synergy_Loewe=-41.4, Synergy_HSA=-20.0. (5) Cell line: MALME-3M. Drug 2: C1=CN(C=N1)CC(O)(P(=O)(O)O)P(=O)(O)O. Synergy scores: CSS=36.3, Synergy_ZIP=1.25, Synergy_Bliss=2.38, Synergy_Loewe=-53.4, Synergy_HSA=1.12. Drug 1: CC=C1C(=O)NC(C(=O)OC2CC(=O)NC(C(=O)NC(CSSCCC=C2)C(=O)N1)C(C)C)C(C)C.